From a dataset of Catalyst prediction with 721,799 reactions and 888 catalyst types from USPTO. Predict which catalyst facilitates the given reaction. The catalyst class is: 2. Reactant: [OH:1][CH2:2][C:3]1[CH:8]=[CH:7][C:6]([C:9]2[CH:10]=[CH:11][C:12]([CH:15]=[O:16])=[N:13][CH:14]=2)=[CH:5][CH:4]=1.C(N(C(C)C)CC)(C)C.Cl[CH2:27][O:28][CH3:29].CCOC(C)=O.CCCCCC. Product: [CH3:27][O:28][CH2:29][O:1][CH2:2][C:3]1[CH:4]=[CH:5][C:6]([C:9]2[CH:10]=[CH:11][C:12]([CH:15]=[O:16])=[N:13][CH:14]=2)=[CH:7][CH:8]=1.